This data is from Forward reaction prediction with 1.9M reactions from USPTO patents (1976-2016). The task is: Predict the product of the given reaction. (1) Given the reactants [Cl:1][C:2]1[N:7]2[N:8]=[C:9]([C:11]3[CH:16]=[CH:15][CH:14]=[CH:13][C:12]=3[Cl:17])[CH:10]=[C:6]2[N:5]=[C:4]([CH3:18])[CH:3]=1.[I:19]N1C(=O)CCC1=O, predict the reaction product. The product is: [Cl:1][C:2]1[N:7]2[N:8]=[C:9]([C:11]3[CH:16]=[CH:15][CH:14]=[CH:13][C:12]=3[Cl:17])[C:10]([I:19])=[C:6]2[N:5]=[C:4]([CH3:18])[CH:3]=1. (2) Given the reactants [NH:1]1[C:9]2[C:4](=[CH:5][CH:6]=[CH:7][CH:8]=2)[C:3](/[CH:10]=[CH:11]/[C:12]2[CH:17]=[CH:16][CH:15]=[CH:14][C:13]=2[NH:18][C:19]([NH2:21])=[S:20])=[N:2]1.C(O)C.Br[CH2:26][C:27](=O)[C:28]([O:30][CH2:31][CH3:32])=[O:29].N, predict the reaction product. The product is: [CH2:31]([O:30][C:28]([C:27]1[N:21]=[C:19]([NH:18][C:13]2[CH:14]=[CH:15][CH:16]=[CH:17][C:12]=2/[CH:11]=[CH:10]/[C:3]2[C:4]3[C:9](=[CH:8][CH:7]=[CH:6][CH:5]=3)[NH:1][N:2]=2)[S:20][CH:26]=1)=[O:29])[CH3:32]. (3) The product is: [C:19]1([N:25]=[C:26]([O:36][CH2:37][CH3:38])[CH:27]=[CH:28][S:29][C:30]2[CH:35]=[CH:34][CH:33]=[CH:32][CH:31]=2)[CH:20]=[CH:21][CH:22]=[CH:23][CH:24]=1. Given the reactants C1(NC(=O)C=CSC2C=CC=CC=2)C=CC=CC=1.[C:19]1([N:25]=[C:26]([O:36][CH2:37][CH3:38])[CH:27]=[CH:28][S:29][C:30]2[CH:35]=[CH:34][CH:33]=[CH:32][CH:31]=2)[CH:24]=[CH:23][CH:22]=[CH:21][CH:20]=1.C([O+](CC)CC)C.F[B-](F)(F)F.[H+].ClCCl, predict the reaction product. (4) The product is: [OH:14][CH2:13][CH:9]([NH:8][C:6](=[O:7])[O:5][C:1]([CH3:3])([CH3:2])[CH3:4])[CH2:10][S:11][CH3:12]. Given the reactants [C:1]([O:5][C:6]([NH:8][C@H:9]([C:13](OC(OCC)=O)=[O:14])[CH2:10][S:11][CH3:12])=[O:7])([CH3:4])([CH3:3])[CH3:2].[BH4-].[Na+], predict the reaction product. (5) The product is: [Cl:1][C:2]1[CH:7]=[C:6]([N+:16]([O-:18])=[O:17])[C:5]([NH:8][CH:9]2[CH2:12][S:11](=[O:13])(=[O:14])[CH2:10]2)=[C:4]([F:15])[CH:3]=1. Given the reactants [Cl:1][C:2]1[CH:7]=[CH:6][C:5]([NH:8][CH:9]2[CH2:12][S:11](=[O:14])(=[O:13])[CH2:10]2)=[C:4]([F:15])[CH:3]=1.[N+:16]([O-])([OH:18])=[O:17], predict the reaction product. (6) The product is: [CH2:1]([O:8][C:9]([N:11]1[C:19]2[C:14](=[CH:15][CH:16]=[CH:17][CH:18]=2)[C:13]([CH2:20][C:21](=[O:23])[CH2:25][Cl:27])=[CH:12]1)=[O:10])[C:2]1[CH:3]=[CH:4][CH:5]=[CH:6][CH:7]=1. Given the reactants [CH2:1]([O:8][C:9]([N:11]1[C:19]2[C:14](=[CH:15][CH:16]=[CH:17][CH:18]=2)[C:13]([CH2:20][C:21]([OH:23])=O)=[CH:12]1)=[O:10])[C:2]1[CH:7]=[CH:6][CH:5]=[CH:4][CH:3]=1.C(Cl)(=O)[C:25]([Cl:27])=O.[N+](=C)=[N-].Cl, predict the reaction product. (7) The product is: [Cl:48][C:49]1[CH:50]=[CH:51][C:52]([OH:57])=[C:53]([CH:56]=1)[CH2:54][N:2]([CH3:1])[CH2:3][CH2:4][CH2:5][CH2:6][CH2:7][CH2:8][CH2:9][CH2:10][CH2:11][N:12]1[CH2:13][CH2:14][CH:15]([O:18][C:19](=[O:33])[NH:20][C:21]2[CH:26]=[CH:25][CH:24]=[CH:23][C:22]=2[C:27]2[CH:28]=[CH:29][CH:30]=[CH:31][CH:32]=2)[CH2:16][CH2:17]1. Given the reactants [CH3:1][NH:2][CH2:3][CH2:4][CH2:5][CH2:6][CH2:7][CH2:8][CH2:9][CH2:10][CH2:11][N:12]1[CH2:17][CH2:16][CH:15]([O:18][C:19](=[O:33])[NH:20][C:21]2[CH:26]=[CH:25][CH:24]=[CH:23][C:22]=2[C:27]2[CH:32]=[CH:31][CH:30]=[CH:29][CH:28]=2)[CH2:14][CH2:13]1.C1(N)C(F)=C(F)C(F)=C(N)C=1F.Cl.Cl.[Cl:48][C:49]1[CH:50]=[CH:51][C:52]([OH:57])=[C:53]([CH:56]=1)[CH:54]=O, predict the reaction product. (8) The product is: [Cl:21][C:16]1[CH:15]=[C:14]([CH:19]=[CH:18][C:17]=1[Cl:20])[O:13][CH2:12][C:11]([NH:10][C:9]1[C:5]([C:3]([OH:4])=[O:2])=[CH:6][S:7][CH:8]=1)=[O:22]. Given the reactants C[O:2][C:3]([C:5]1[C:9]([NH:10][C:11](=[O:22])[CH2:12][O:13][C:14]2[CH:19]=[CH:18][C:17]([Cl:20])=[C:16]([Cl:21])[CH:15]=2)=[CH:8][S:7][CH:6]=1)=[O:4].[OH-].[Na+], predict the reaction product.